From a dataset of Forward reaction prediction with 1.9M reactions from USPTO patents (1976-2016). Predict the product of the given reaction. (1) Given the reactants [C:1]([C:5]1[CH:6]=[C:7]2[C:12](=[C:13]([F:15])[CH:14]=1)[C:11](=[O:16])[N:10]([C:17]1[N:24]=[CH:23][CH:22]=[C:21](Cl)[C:18]=1[CH:19]=[O:20])[N:9]=[CH:8]2)([CH3:4])([CH3:3])[CH3:2].[C:26]([N:31]1[CH2:36][CH2:35][N:34]2[N:37]=[C:38]([NH:40][C:41]3[C:42](=[O:57])[N:43]([CH3:56])[CH:44]=[C:45](B4OC(C)(C)C(C)(C)O4)[CH:46]=3)[CH:39]=[C:33]2[CH2:32]1)(=[O:30])[CH:27]([CH3:29])[CH3:28].[O-]P([O-])([O-])=O.[K+].[K+].[K+].C([O-])(=O)C.[Na+], predict the reaction product. The product is: [C:1]([C:5]1[CH:6]=[C:7]2[C:12](=[C:13]([F:15])[CH:14]=1)[C:11](=[O:16])[N:10]([C:17]1[N:24]=[CH:23][CH:22]=[C:21]([C:45]3[CH:46]=[C:41]([NH:40][C:38]4[CH:39]=[C:33]5[CH2:32][N:31]([C:26](=[O:30])[CH:27]([CH3:28])[CH3:29])[CH2:36][CH2:35][N:34]5[N:37]=4)[C:42](=[O:57])[N:43]([CH3:56])[CH:44]=3)[C:18]=1[CH:19]=[O:20])[N:9]=[CH:8]2)([CH3:4])([CH3:3])[CH3:2]. (2) Given the reactants CCOCC.Cl[C:7]1[N:12]=[C:11]([Cl:13])[C:10]([C:14]([F:17])([F:16])[F:15])=[CH:9][N:8]=1.[NH2:18][C:19]1[CH:20]=[N:21][N:22]([C:24]([O:26][C:27]([CH3:30])([CH3:29])[CH3:28])=[O:25])[CH:23]=1.C(N(CC)CC)C, predict the reaction product. The product is: [Cl:13][C:11]1[C:10]([C:14]([F:17])([F:16])[F:15])=[CH:9][N:8]=[C:7]([NH:18][C:19]2[CH:20]=[N:21][N:22]([C:24]([O:26][C:27]([CH3:30])([CH3:29])[CH3:28])=[O:25])[CH:23]=2)[N:12]=1. (3) Given the reactants [NH2:1][C:2]1[CH:7]=[C:6]([Cl:8])[CH:5]=[C:4]([N+:9]([O-:11])=[O:10])[C:3]=1[OH:12].C([O-])([O-])=O.[K+].[K+].Cl[CH2:20][C:21](Cl)=[O:22].CCOC(C)=O, predict the reaction product. The product is: [Cl:8][C:6]1[CH:5]=[C:4]([N+:9]([O-:11])=[O:10])[C:3]2[O:12][CH2:20][C:21](=[O:22])[NH:1][C:2]=2[CH:7]=1. (4) Given the reactants [F:1][C:2]([F:38])([F:37])[C:3]1[CH:4]=[C:5]([CH:30]=[C:31]([C:33]([F:36])([F:35])[F:34])[CH:32]=1)[CH2:6][N:7]([CH2:14][C:15]1[C:23]2[C:18](=[CH:19][CH:20]=[CH:21][CH:22]=2)[N:17]([CH2:24][CH2:25][CH3:26])[C:16]=1[C:27]([OH:29])=O)[C:8]1[N:9]=[N:10][N:11]([CH3:13])[N:12]=1.[CH:39]1([CH2:42][NH:43][CH2:44][CH:45]2[CH2:47][CH2:46]2)[CH2:41][CH2:40]1.FC(F)(F)C1C=C(C=C(C(F)(F)F)C=1)CN(CC1C2C(=CC=CC=2)NC=1C(O)=O)C1N=NN(C)N=1.C(NCC)C, predict the reaction product. The product is: [CH:39]1([CH2:42][N:43]([CH2:44][CH:45]2[CH2:47][CH2:46]2)[C:27]([C:16]2[N:17]([CH2:24][CH2:25][CH3:26])[C:18]3[C:23]([C:15]=2[CH2:14][N:7]([CH2:6][C:5]2[CH:30]=[C:31]([C:33]([F:36])([F:34])[F:35])[CH:32]=[C:3]([C:2]([F:38])([F:1])[F:37])[CH:4]=2)[C:8]2[N:9]=[N:10][N:11]([CH3:13])[N:12]=2)=[CH:22][CH:21]=[CH:20][CH:19]=3)=[O:29])[CH2:41][CH2:40]1.